From a dataset of Forward reaction prediction with 1.9M reactions from USPTO patents (1976-2016). Predict the product of the given reaction. (1) Given the reactants CCN(C(C)C)C(C)C.[C:10]1([NH:16][C:17]2[CH:18]=[CH:19][C:20]([C:23]([OH:25])=O)=[N:21][CH:22]=2)[CH:15]=[CH:14][CH:13]=[CH:12][CH:11]=1.CCN=C=NCCCN(C)C.C1C=CC2N(O)N=NC=2C=1.[NH2:47][CH2:48][C:49]([N:51]1[CH2:56][CH2:55][N:54]([C:57](=[O:68])[C:58]2[CH:63]=[CH:62][CH:61]=[CH:60][C:59]=2[C:64]([F:67])([F:66])[F:65])[CH2:53][CH2:52]1)=[O:50].Cl, predict the reaction product. The product is: [F:67][C:64]([F:65])([F:66])[C:59]1[CH:60]=[CH:61][CH:62]=[CH:63][C:58]=1[C:57]([N:54]1[CH2:55][CH2:56][N:51]([C:49](=[O:50])[CH2:48][NH:47][C:23]([C:20]2[CH:19]=[CH:18][C:17]([NH:16][C:10]3[CH:11]=[CH:12][CH:13]=[CH:14][CH:15]=3)=[CH:22][N:21]=2)=[O:25])[CH2:52][CH2:53]1)=[O:68]. (2) Given the reactants FC(F)(F)C1C=C(C=CC=1)C=O.[CH3:13][CH:14]([CH3:33])[CH:15]([C:27]1[CH:32]=[CH:31][CH:30]=[CH:29][CH:28]=1)[C:16]([NH:18][C@@H:19]1[C@@H:26]2[C@@H:22]([CH2:23][NH:24][CH2:25]2)[CH2:21][CH2:20]1)=[O:17].[CH:34]1([CH:40]([CH:52]2CCC[CH2:54][CH2:53]2)C(N[C@@H]2[C@H]3[C@H](CNC3)CC2)=O)[CH2:39][CH2:38][CH2:37][CH2:36][CH2:35]1, predict the reaction product. The product is: [CH3:13][CH:14]([CH3:33])[CH:15]([C:27]1[CH:28]=[CH:29][CH:30]=[CH:31][CH:32]=1)[C:16]([NH:18][C@@H:19]1[C@@H:26]2[C@@H:22]([CH2:23][N:24]([CH2:54][CH2:53][CH2:52][CH2:40][C:34]3[CH:39]=[CH:38][CH:37]=[CH:36][CH:35]=3)[CH2:25]2)[CH2:21][CH2:20]1)=[O:17]. (3) Given the reactants [H-].[Na+].C(OP([CH2:11][C:12]([O:14][CH3:15])=[O:13])(=O)OCC)C.[CH2:16]([N:23]1[CH:27]=[CH:26][CH:25]=[C:24]1[CH:28]=O)[C:17]1[CH:22]=[CH:21][CH:20]=[CH:19][CH:18]=1, predict the reaction product. The product is: [CH2:16]([N:23]1[CH:27]=[CH:26][CH:25]=[C:24]1[CH:28]=[CH:11][C:12]([O:14][CH3:15])=[O:13])[C:17]1[CH:22]=[CH:21][CH:20]=[CH:19][CH:18]=1. (4) Given the reactants [Cl-].[C:2]([O:6][C:7]1[CH:12]=[CH:11][C:10]([C@@H:13]([NH3+:15])[CH3:14])=[CH:9][CH:8]=1)([CH3:5])([CH3:4])[CH3:3].C([O:20][C:21]([C:23]1[CH:28]=[CH:27][CH:26]=[CH:25][C:24]=1[C:29]1[CH:34]=[CH:33][C:32]([CH2:35][N:36]2[C:44]3[C:39](=[CH:40][C:41]([C:45](O)=[O:46])=[CH:42][CH:43]=3)[C:38]([CH3:48])=[C:37]2[CH3:49])=[CH:31][CH:30]=1)=[O:22])(C)(C)C, predict the reaction product. The product is: [C:2]([O:6][C:7]1[CH:8]=[CH:9][C:10]([C@@H:13]([NH:15][C:45]([C:41]2[CH:40]=[C:39]3[C:44](=[CH:43][CH:42]=2)[N:36]([CH2:35][C:32]2[CH:31]=[CH:30][C:29]([C:24]4[C:23]([C:21]([OH:22])=[O:20])=[CH:28][CH:27]=[CH:26][CH:25]=4)=[CH:34][CH:33]=2)[C:37]([CH3:49])=[C:38]3[CH3:48])=[O:46])[CH3:14])=[CH:11][CH:12]=1)([CH3:5])([CH3:3])[CH3:4]. (5) Given the reactants [CH2:1]([NH2:4])[CH2:2]N.C([C:8]1[CH:13]=[CH:12][CH:11]=[CH:10][C:9]=1[OH:14])C=C, predict the reaction product. The product is: [O:14]1[C:9]2[CH:10]=[CH:11][CH:12]=[CH:13][C:8]=2[CH:2]=[CH:1][NH:4]1. (6) Given the reactants [F:1][C:2]1[CH:7]=[C:6](C(O)=O)[CH:5]=[CH:4][C:3]=1[C:11]1[CH:16]=[CH:15][C:14]([O:17][CH2:18][CH:19]2[CH2:24][CH2:23][N:22]([CH2:25][C:26]3([C:30]([F:33])([F:32])[F:31])[CH2:29][CH2:28][CH2:27]3)[CH2:21][CH2:20]2)=[C:13]([F:34])[CH:12]=1.C(Cl)CCl.[CH:39]1[CH:40]=C[C:42]2[N:47](O)N=[N:45][C:43]=2[CH:44]=1.CCN(C(C)C)C(C)C.N1CCC[C@H]1[C:63](N)=[O:64].[OH2:66], predict the reaction product. The product is: [F:1][C:2]1([C:63]([N:45]2[CH2:40][CH2:39][CH2:44][C@H:43]2[C:42]([NH2:47])=[O:66])=[O:64])[CH2:7][CH:6]=[CH:5][CH:4]=[C:3]1[C:11]1[CH:16]=[CH:15][C:14]([O:17][CH2:18][CH:19]2[CH2:20][CH2:21][N:22]([CH2:25][C:26]3([C:30]([F:31])([F:33])[F:32])[CH2:27][CH2:28][CH2:29]3)[CH2:23][CH2:24]2)=[C:13]([F:34])[CH:12]=1. (7) Given the reactants [C:1]([C:5]1[N:9]([CH2:10][CH:11]2[CH2:16][CH2:15][CH2:14][CH2:13][CH2:12]2)[C:8]2[CH:17]=[CH:18][C:19]([NH:21][CH3:22])=[CH:20][C:7]=2[N:6]=1)([CH3:4])([CH3:3])[CH3:2].[N+:23]([C:26]1[CH:27]=[C:28]([S:32](Cl)(=[O:34])=[O:33])[CH:29]=[CH:30][CH:31]=1)([O-:25])=[O:24], predict the reaction product. The product is: [C:1]([C:5]1[N:9]([CH2:10][CH:11]2[CH2:16][CH2:15][CH2:14][CH2:13][CH2:12]2)[C:8]2[CH:17]=[CH:18][C:19]([N:21]([CH3:22])[S:32]([C:28]3[CH:29]=[CH:30][CH:31]=[C:26]([N+:23]([O-:25])=[O:24])[CH:27]=3)(=[O:33])=[O:34])=[CH:20][C:7]=2[N:6]=1)([CH3:4])([CH3:2])[CH3:3].